This data is from Experimentally validated miRNA-target interactions with 360,000+ pairs, plus equal number of negative samples. The task is: Binary Classification. Given a miRNA mature sequence and a target amino acid sequence, predict their likelihood of interaction. (1) The miRNA is hsa-miR-371b-5p with sequence ACUCAAAAGAUGGCGGCACUUU. The protein sequence of the target gene is MGNDSVSYEYGDYSDLSDRPVDCLDGACLAIDPLRVAPLPLYAAIFLVGVPGNAMVAWVAGKVARRRVGATWLLHLAVADLLCCLSLPILAVPIARGGHWPYGAVGCRALPSIILLTMYASVLLLAALSADLCFLALGPAWWSTVQRACGVQVACGAAWTLALLLTVPSAIYRRLHQEHFPARLQCVVDYGGSSSTENAVTAIRFLFGFLGPLVAVASCHSALLCWAARRCRPLGTAIVVGFFVCWAPYHLLGLVLTVAAPNSALLARALRAEPLIVGLALAHSCLNPMLFLYFGRAQLR.... Result: 1 (interaction). (2) The miRNA is hsa-miR-7706 with sequence UGAAGCGCCUGUGCUCUGCCGAGA. The protein sequence of the target gene is MLLLDLMSSPSPQLLVAAAQQTLGMGKRRSPPQAICLHLAGEVLAVARGLKPAVLYDCNCAGASELQSYLEELKGLGFLTFGLHILEIGENSLIVSPEHVCQHLEQVLLGTIAFVDVSSCQRHPSVCSLDQLQDLKALVAEIITHLQGLQRDLSLAVSYSRLHSSDWNLCTVFGILLGYPVPYTFHLNQGDDNCLALTPLRVFTARISWLLGQPPILLYSFSVPESLFPGLRDILNTWEKDLRTRFRTQNDFADLSISSEIVTLPAVAL. Result: 0 (no interaction). (3) The miRNA is hsa-miR-325 with sequence CCUAGUAGGUGUCCAGUAAGUGU. The protein sequence of the target gene is MSGCVLLSRGATAAAAAARASRVLREFTARRRPLHTSLQSCSFAKELFLGNIEQKGVFPFPEVSQHELSEINQFVGPLEKFFTEEVDSRKIDQEGKIPVDTLEKLKSLGLFGIQVPEEYGGLGLSNTMYARLGEIISLDASITVTLAAHQAIGLKGIILVGNEEQKAKYLPKLSSGEHIAAFCLTEPASGSDAASIQTRATLSEDKKYFILNGSKVWITNGGLANIFTVFAKTEVVDSDGSKTDKMTAFIVERDFGGITNGKPEDKLGIRGSNTCEVHFENTRVPVENVLGEVGGGFKVA.... Result: 0 (no interaction). (4) The miRNA is hsa-miR-891a-3p with sequence AGUGGCACAUGUUUGUUGUGAG. The protein sequence of the target gene is MSATWTLSPEPLPPSTGPPVGAGLDAEQRTVFAFVLCLLVVLVLLMVRCVRILLDPYSRMPASSWTDHKEALERGQFDYALV. Result: 0 (no interaction). (5) The miRNA is hsa-miR-4720-5p with sequence CCUGGCAUAUUUGGUAUAACUU. The protein sequence of the target gene is MAAGGSAPEPRVLVCLGALLAGWVAVGLEAVVIGEVHENVTLHCGNISGLRGQVTWYRNNSEPVFLLSSNSSLRPAEPRFSLVDATSLHIESLSLGDEGIYTCQEILNVTQWFQVWLQVASGPYQIEVHIVATGTLPNGTLYAARGSQVDFSCNSSSRPPPVVEWWFQALNSSSESFGHNLTVNFFSLLLISPNLQGNYTCLALNQLSKRHRKVTTELLVYYPPPSAPQCWAQMASGSFMLQLTCRWDGGYPDPDFLWIEEPGGVIVGKSKLGVEMLSESQLSDGKKFKCVTSHIVGPES.... Result: 0 (no interaction). (6) The miRNA is mmu-miR-669o-3p with sequence ACAUAACAUACACACACACGUAU. The protein sequence of the target gene is MAKRTFSTLEAFLIFLLVIMTVITVALLTLLFVTSGTIENHKDSGNHWFSTTLGSTTTQPPPITQTPNFPSFRNFSGYYIGVGRADCTGQVSDINLMGYGKNGQNARGLLTRLFSRAFILADPDGSNRMAFVSVELCMISQRLRLEVLKRLESKYGSLYRRDNVILSAIHTHSGPAGFFQYTLYILASEGFSNRTFQYIVSGIMKSIDIAHTNLKPGKIFINKGNVANVQINRSPSSYLLNPQSERARYSSNTDKEMLVLKLVDLNGEDLGLISWFAIHPVSMNNSNHFVNSDNMGYAAY.... Result: 0 (no interaction). (7) The miRNA is cel-miR-1822-3p with sequence GAGCUGCCCUCAGAAAAACUCU. The protein sequence of the target gene is MDAIKKKMQMLKLDKENALDRAEQAEADKKAAEDRSKQLEDELVSLQKKLKGTEDELDKYSEALKDAQEKLELAEKKATDAEADVASLNRRIQLVEEELDRAQERLATALQKLEEAEKAADESERGMKVIESRAQKDEEKMEIQEIQLKEAKHIAEDADRKYEEVARKLVIIESDLERAEERAELSEGKCAELEEELKTVTNNLKSLEAQAEKYSQKEDKYEEEIKVLSDKLKEAETRAEFAERSVTKLEKSIDDLEDELYAQKLKYKAISEELDHALNDMTSI. Result: 0 (no interaction). (8) The miRNA is hsa-miR-4802-3p with sequence UACAUGGAUGGAAACCUUCAAGC. The protein sequence of the target gene is MALDCLLLFLLASAVAAMEETLMDTRTATAELGWTANPASGWEEVSGYDENLNTIRTYQVCNVFEPNQNNWLLTTFINRRGAHRIYTEMRFTVRDCSSLPNVPGSCKETFNLYYYETDSVIATKKSAFWSEAPYLKVDTIAADESFSQVDFGGRLMKVNTEVRSFGPLTRNGFYLAFQDYGACMSLLSVRVFFKKCPSIVQNFAVFPETMTGAESTSLVIARGTCIPNAEEVDVPIKLYCNGDGEWMVPIGRCTCKPGYEPENSVACKACPAGTFKASQEAEGCSHCPSNSRSPSEASPI.... Result: 0 (no interaction). (9) The miRNA is mmu-miR-3085-3p with sequence UCUGGCUGCUAUGGCCCCCUC. The protein sequence of the target gene is MADVEDGEETCALASHSGSSGSKSGGDKMFSLKKWNAVAMWSWDVECDTCAICRVQVMDACLRCQAENKQEDCVVVWGECNHSFHNCCMSLWVKQNNRCPLCQQDWVVQRIGK. Result: 0 (no interaction). (10) The miRNA is cel-miR-42-3p with sequence UCACCGGGUUAACAUCUACAGA. The protein sequence of the target gene is MSDKPDLSEVEKFDRSKLKKTNTEEKNTLPSKETIQQEKECVQTS. Result: 0 (no interaction).